Task: Predict which catalyst facilitates the given reaction.. Dataset: Catalyst prediction with 721,799 reactions and 888 catalyst types from USPTO (1) Reactant: ClC1[NH:3][N:4]2[C:11]([CH:12]3[CH2:17][CH2:16][O:15][CH2:14][CH2:13]3)=[N:10][CH:9]=[C:5]2[C:6](=[O:8])N=1.[OH-:18].[Na+]. Product: [NH2:3][N:4]1[C:5]([C:6]([OH:8])=[O:18])=[CH:9][N:10]=[C:11]1[CH:12]1[CH2:17][CH2:16][O:15][CH2:14][CH2:13]1. The catalyst class is: 1. (2) Reactant: [NH2:1][OH:2].Cl.[OH-].[Na+].[F:6][C:7]1[CH:14]=[CH:13][C:10]([CH:11]=O)=[CH:9][CH:8]=1. Product: [F:6][C:7]1[CH:14]=[CH:13][C:10]([CH:11]=[N:1][OH:2])=[CH:9][CH:8]=1. The catalyst class is: 315. (3) The catalyst class is: 23. Product: [I:35][CH2:12][C:13]12[CH2:20][CH2:19][C:16]([C:21]3[CH:26]=[CH:25][CH:24]=[C:23]([O:27][C:28]4[CH:33]=[CH:32][CH:31]=[CH:30][CH:29]=4)[CH:22]=3)([CH2:17][CH2:18]1)[O:15][CH2:14]2. Reactant: CC1C=CC(S(O[CH2:12][C:13]23[CH2:20][CH2:19][C:16]([C:21]4[CH:26]=[CH:25][CH:24]=[C:23]([O:27][C:28]5[CH:33]=[CH:32][CH:31]=[CH:30][CH:29]=5)[CH:22]=4)([CH2:17][CH2:18]2)[O:15][CH2:14]3)(=O)=O)=CC=1.[Na+].[I-:35]. (4) Reactant: C([N:8]1[CH:12]=[CH:11][N:10]=[C:9]1[C:13]1[CH:18]=[CH:17][N:16]=[CH:15][CH:14]=1)C1C=CC=CC=1.C(C1C=CN=CC=1)#N.[CH2:27]([N:34]1[CH:38]=[CH:37][N:36]=[C:35]1[C:39]1[CH:44]=[CH:43][CH:42]=[CH:41][CH:40]=1)C1C=CC=CC=1.B(O)(O)C1C=CC=C(F)C=1. Product: [C:39]1([C:35]2[N:34]=[CH:27][C:38]([C:12]3[NH:8][C:9]([C:13]4[CH:14]=[CH:15][N:16]=[CH:17][CH:18]=4)=[N:10][CH:11]=3)=[CH:37][N:36]=2)[CH:44]=[CH:43][CH:42]=[CH:41][CH:40]=1. The catalyst class is: 98. (5) Reactant: [Cl-:1].[Al+3].[Cl-].[Cl-].[F:5][C:6]1[CH:14]=[C:13]2[C:9]([CH2:10][C:11](=[O:15])[NH:12]2)=[CH:8][CH:7]=1.[C:16](Cl)(=[O:18])[CH3:17]. Product: [Cl:1][CH2:17][C:16]([C:7]1[CH:8]=[C:9]2[C:13](=[CH:14][C:6]=1[F:5])[NH:12][C:11](=[O:15])[CH2:10]2)=[O:18]. The catalyst class is: 2. (6) Reactant: [I-].C[P+](C1C=CC=CC=1)(C1C=CC=CC=1)C1C=CC=CC=1.C[Si](C)(C)[N-][Si](C)(C)C.[K+].COC1C=C(OC)C=CC=1C[N:37]([CH2:41][C@@H:42]1[O:46][C:45](=[O:47])[N:44]([C:48]2[CH:57]=[CH:56][C:55]3[C:54](=O)CCC[C:50]=3[CH:49]=2)[CH2:43]1)[C:38](=[O:40])[CH3:39].[Cl-].[NH4+].[O:67]1[CH2:71][CH2:70][CH2:69][CH2:68]1. Product: [O:47]=[C:45]1[N:44]([C:48]2[CH:57]=[CH:56][C:55]3[CH2:54][C:68](=[O:67])[CH2:69][CH2:70][CH2:71][C:50]=3[CH:49]=2)[CH2:43][C@H:42]([CH2:41][NH:37][C:38](=[O:40])[CH3:39])[O:46]1. The catalyst class is: 13.